This data is from Full USPTO retrosynthesis dataset with 1.9M reactions from patents (1976-2016). The task is: Predict the reactants needed to synthesize the given product. (1) Given the product [CH2:17]([O:9][C:8]([C:5]1[CH:4]=[C:3]([CH3:11])[C:2]([Br:1])=[CH:7][N:6]=1)=[O:10])[CH3:18], predict the reactants needed to synthesize it. The reactants are: [Br:1][C:2]1[C:3]([CH3:11])=[CH:4][C:5]([C:8]([OH:10])=[O:9])=[N:6][CH:7]=1.C([O-])(O)=O.[Na+].[CH2:17](O)[CH3:18]. (2) Given the product [CH:3]1([CH2:8][CH2:9][CH2:10][CH:11]([OH:13])[CH3:12])[CH2:7][CH2:6][CH2:5][CH2:4]1, predict the reactants needed to synthesize it. The reactants are: [BH4-].[Na+].[CH:3]1([CH2:8][CH2:9][CH2:10][C:11](=[O:13])[CH3:12])[CH2:7][CH2:6][CH2:5][CH2:4]1.O. (3) The reactants are: Cl.[CH3:2][C:3]1[C:11]([C:12](=[S:14])[NH2:13])=[C:6]2[CH:7]=[CH:8][CH:9]=[CH:10][N:5]2[N:4]=1.Cl[CH:16]([C:22](=O)[C:23]1[CH:28]=[CH:27][CH:26]=[CH:25][C:24]=1[C:29]([F:32])([F:31])[F:30])[C:17]([O:19][CH2:20][CH3:21])=[O:18]. Given the product [CH3:2][C:3]1[C:11]([C:12]2[S:14][C:16]([C:17]([O:19][CH2:20][CH3:21])=[O:18])=[C:22]([C:23]3[CH:28]=[CH:27][CH:26]=[CH:25][C:24]=3[C:29]([F:30])([F:31])[F:32])[N:13]=2)=[C:6]2[CH:7]=[CH:8][CH:9]=[CH:10][N:5]2[N:4]=1, predict the reactants needed to synthesize it. (4) Given the product [CH3:16][O:13][C:9]1[C:7]2[N:8]=[C:3]([C:2]([F:1])([F:14])[F:15])[N:4]=[CH:5][C:6]=2[CH2:12][CH2:11][N:10]=1, predict the reactants needed to synthesize it. The reactants are: [F:1][C:2]([F:15])([F:14])[C:3]1[N:4]=[CH:5][C:6]2[CH2:12][CH2:11][NH:10][C:9](=[O:13])[C:7]=2[N:8]=1.[C:16](=O)([O-])[O-].[Na+].[Na+].F[B-](F)(F)F.C[O+](C)C.O. (5) Given the product [CH3:53][O:52][C:49]1[CH:48]=[CH:47][C:46]([CH2:45][N:35]([CH2:36][C:37]2[CH:38]=[CH:39][C:40]([O:43][CH3:44])=[CH:41][CH:42]=2)[C:30]2[N:31]=[C:32]([CH3:34])[N:33]=[C:28]([C:18]3[CH:17]=[C:16]([C@H:14]([N:11]4[CH2:12][CH2:13][N:8]([C:6]([O:5][C:1]([CH3:4])([CH3:3])[CH3:2])=[O:7])[CH2:9][C@@H:10]4[CH3:26])[CH3:15])[CH:21]=[N:20][C:19]=3[F:22])[N:29]=2)=[CH:51][CH:50]=1, predict the reactants needed to synthesize it. The reactants are: [C:1]([O:5][C:6]([N:8]1[CH2:13][CH2:12][N:11]([C@@H:14]([C:16]2[CH:17]=[C:18](B(O)O)[C:19]([F:22])=[N:20][CH:21]=2)[CH3:15])[C@@H:10]([CH3:26])[CH2:9]1)=[O:7])([CH3:4])([CH3:3])[CH3:2].Cl[C:28]1[N:33]=[C:32]([CH3:34])[N:31]=[C:30]([N:35]([CH2:45][C:46]2[CH:51]=[CH:50][C:49]([O:52][CH3:53])=[CH:48][CH:47]=2)[CH2:36][C:37]2[CH:42]=[CH:41][C:40]([O:43][CH3:44])=[CH:39][CH:38]=2)[N:29]=1.CC([O-])=O.[K+].O1CCOCC1.